Dataset: Reaction yield outcomes from USPTO patents with 853,638 reactions. Task: Predict the reaction yield, written as a fraction of the theoretical maximum amount of product (1.0 means a 100% yield; for example, 0.34 means a 34% yield). (1) The reactants are [CH3:1][C:2]1[CH:8]=[CH:7][CH:6]=[C:5]([CH3:9])[C:3]=1[NH2:4].O.[F:11][C:12]([F:20])([F:19])[C:13]([C:15]([F:18])([F:17])[F:16])=[O:14]. The catalyst is C(OCC)(=O)C.O.C1(C)C=CC(S(O)(=O)=O)=CC=1. The product is [CH3:1][C:2]1[CH:8]=[C:7]([C:13]([OH:14])([C:15]([F:18])([F:17])[F:16])[C:12]([F:20])([F:19])[F:11])[CH:6]=[C:5]([CH3:9])[C:3]=1[NH2:4]. The yield is 0.780. (2) The reactants are [Li]CCCC.[Si]([CH:10]=[N+:11]=[N-:12])(C)(C)C.[O:13]=[C:14]1[N:18]([C:19]([O:21][C:22]([CH3:25])([CH3:24])[CH3:23])=[O:20])[C@H:17]([C:26]([O:28][CH2:29][CH3:30])=[O:27])[CH2:16][CH2:15]1. The catalyst is C1COCC1. The product is [C:22]([O:21][C:19]([NH:18][C@@H:17]([CH2:16][CH2:15][C:14](=[O:13])[CH:10]=[N+:11]=[N-:12])[C:26]([O:28][CH2:29][CH3:30])=[O:27])=[O:20])([CH3:23])([CH3:25])[CH3:24]. The yield is 0.750.